This data is from Forward reaction prediction with 1.9M reactions from USPTO patents (1976-2016). The task is: Predict the product of the given reaction. The product is: [N:24]12[CH2:29][CH2:28][CH:27]([CH2:26][CH2:25]1)[CH:22]([NH:21][C:16]([C:15]1[C:9]3[O:8][C:7]([C:1]4[CH:2]=[CH:3][CH:4]=[CH:5][CH:6]=4)=[N:11][C:10]=3[CH:12]=[CH:13][CH:14]=1)=[O:18])[CH2:23]2. Given the reactants [C:1]1([C:7]2[O:8][C:9]3[C:15]([C:16]([OH:18])=O)=[CH:14][CH:13]=[CH:12][C:10]=3[N:11]=2)[CH:6]=[CH:5][CH:4]=[CH:3][CH:2]=1.Cl.Cl.[NH2:21][CH:22]1[CH:27]2[CH2:28][CH2:29][N:24]([CH2:25][CH2:26]2)[CH2:23]1, predict the reaction product.